Dataset: Forward reaction prediction with 1.9M reactions from USPTO patents (1976-2016). Task: Predict the product of the given reaction. (1) Given the reactants [Cl:1][C:2]1[C:10]2[N:9]=[C:8]([C@@H:11]([NH2:13])[CH3:12])[N:7]([C:14]3[CH:19]=[CH:18][CH:17]=[CH:16][CH:15]=3)[C:6]=2[CH:5]=[CH:4][CH:3]=1.Cl[C:21]1[N:29]=[CH:28][N:27]=[C:26]2[C:22]=1[N:23]=[CH:24][NH:25]2.CCN(C(C)C)C(C)C, predict the reaction product. The product is: [Cl:1][C:2]1[C:10]2[N:9]=[C:8]([C@@H:11]([NH:13][C:21]3[N:29]=[CH:28][N:27]=[C:26]4[C:22]=3[N:23]=[CH:24][NH:25]4)[CH3:12])[N:7]([C:14]3[CH:15]=[CH:16][CH:17]=[CH:18][CH:19]=3)[C:6]=2[CH:5]=[CH:4][CH:3]=1. (2) Given the reactants [Cl:1][C:2]1[CH:7]=[CH:6][C:5]([C:8]2[CH2:12][C:11]([C:14]([F:17])([F:16])[F:15])(O)[O:10][N:9]=2)=[CH:4][CH:3]=1.C1(C2CC(O)(C(F)(F)F)ON=2)C=CC=CC=1, predict the reaction product. The product is: [Cl:1][C:2]1[CH:3]=[CH:4][C:5]([C:8]2[CH:12]=[C:11]([C:14]([F:16])([F:15])[F:17])[O:10][N:9]=2)=[CH:6][CH:7]=1. (3) The product is: [OH:22][C:7]1[C:8]2[N:15]=[C:14]([C:16]3[CH:17]=[CH:18][CH:19]=[CH:20][CH:21]=3)[S:13][C:9]=2[C:10]([CH3:12])=[N:11][C:6]=1[C:4]([NH:23][CH2:24][C:25]([OH:27])=[O:26])=[O:5]. Given the reactants C(O[C:4]([C:6]1[N:11]=[C:10]([CH3:12])[C:9]2[S:13][C:14]([C:16]3[CH:21]=[CH:20][CH:19]=[CH:18][CH:17]=3)=[N:15][C:8]=2[C:7]=1[OH:22])=[O:5])C.[NH2:23][CH2:24][C:25]([OH:27])=[O:26], predict the reaction product. (4) Given the reactants [F:1][C:2]([F:23])([F:22])[O:3][C:4]1[CH:9]=[CH:8][C:7]([N:10]2[CH:14]=[N:13][C:12]([C:15]3[CH:21]=[CH:20][C:18]([NH2:19])=[CH:17][CH:16]=3)=[N:11]2)=[CH:6][CH:5]=1.[C:24]1([C:33]2[CH:38]=[CH:37][CH:36]=[CH:35][CH:34]=2)[CH:29]=[CH:28][C:27]([C:30](Cl)=[O:31])=[CH:26][CH:25]=1.C(N(CC)CC)C, predict the reaction product. The product is: [F:23][C:2]([F:1])([F:22])[O:3][C:4]1[CH:5]=[CH:6][C:7]([N:10]2[CH:14]=[N:13][C:12]([C:15]3[CH:21]=[CH:20][C:18]([NH:19][C:30]([C:27]4[CH:28]=[CH:29][C:24]([C:33]5[CH:34]=[CH:35][CH:36]=[CH:37][CH:38]=5)=[CH:25][CH:26]=4)=[O:31])=[CH:17][CH:16]=3)=[N:11]2)=[CH:8][CH:9]=1. (5) Given the reactants [S:1]1[CH:5]=[CH:4][CH:3]=[C:2]1[C:6]([NH:8][C:9]1[CH:10]=[CH:11][CH:12]=[C:13]2[C:17]=1[NH:16][C:15]([C:18]([OH:20])=O)=[CH:14]2)=[O:7].C[N:22](C)C=O.Cl.CN(C)CCCN=C=NCC, predict the reaction product. The product is: [S:1]1[CH:5]=[CH:4][CH:3]=[C:2]1[C:6]([NH:8][C:9]1[CH:10]=[CH:11][CH:12]=[C:13]2[C:17]=1[NH:16][C:15]([C:18]([NH2:22])=[O:20])=[CH:14]2)=[O:7]. (6) Given the reactants [CH3:1][O:2][C:3]1[CH:19]=[CH:18][C:6]([CH:7]=[C:8]2[CH2:13][C:12]([CH3:15])([CH3:14])[NH:11][C:10]([CH3:17])([CH3:16])[CH2:9]2)=[C:5]([N+:20]([O-:22])=[O:21])[CH:4]=1.C=O.[C:25]([BH3-])#N.[Na+].C([O-])(O)=O.[Na+], predict the reaction product. The product is: [CH3:1][O:2][C:3]1[CH:19]=[CH:18][C:6]([CH:7]=[C:8]2[CH2:9][C:10]([CH3:17])([CH3:16])[N:11]([CH3:25])[C:12]([CH3:14])([CH3:15])[CH2:13]2)=[C:5]([N+:20]([O-:22])=[O:21])[CH:4]=1.